From a dataset of Full USPTO retrosynthesis dataset with 1.9M reactions from patents (1976-2016). Predict the reactants needed to synthesize the given product. (1) Given the product [F:19][C:16]([S:15][C:12]1[CH:11]=[CH:10][C:9]([B:4]([OH:5])[OH:3])=[CH:14][CH:13]=1)([F:18])[F:17], predict the reactants needed to synthesize it. The reactants are: CC1(C)C(C)(C)[O:5][B:4]([C:9]2[CH:14]=[CH:13][C:12]([S:15][C:16]([F:19])([F:18])[F:17])=[CH:11][CH:10]=2)[O:3]1.I([O-])(=O)(=O)=O.[Na+].Cl. (2) Given the product [NH2:8][CH:9]([CH3:32])[C:10]([O:12][CH2:13][C@@H:14]1[C:18]([OH:20])([CH3:19])[C@:17]([F:22])([CH3:21])[CH:16]([N:23]2[CH:28]=[C:27]([CH3:29])[C:26](=[O:30])[NH:25][C:24]2=[O:31])[O:15]1)=[O:11], predict the reactants needed to synthesize it. The reactants are: C(OC([NH:8][C@@H:9]([CH3:32])[C:10]([O:12][CH2:13][C@@H:14]1[C:18]([OH:20])([CH3:19])[C@:17]([F:22])([CH3:21])[CH:16]([N:23]2[CH:28]=[C:27]([CH3:29])[C:26](=[O:30])[NH:25][C:24]2=[O:31])[O:15]1)=[O:11])=O)(C)(C)C.FC(F)(F)C(O)=O.O.C(=O)(O)[O-].[Na+]. (3) Given the product [Cl:17][C:4]1[C:5]2[O:9][C:8]3[CH2:10][CH2:11][CH2:12][CH2:13][C:7]=3[C:6]=2[N:1]=[CH:2][N:3]=1, predict the reactants needed to synthesize it. The reactants are: [N:1]1[C:6]2[C:7]3[CH2:13][CH2:12][CH2:11][CH2:10][C:8]=3[O:9][C:5]=2[C:4](O)=[N:3][CH:2]=1.O=P(Cl)(Cl)[Cl:17]. (4) The reactants are: C[O:2][C:3](=[O:17])[C:4]1[CH:9]=[CH:8][C:7]([O:10][CH2:11][CH2:12][CH2:13][CH2:14][CH2:15][Cl:16])=[CH:6][CH:5]=1.[OH-].[Na+]. Given the product [Cl:16][CH2:15][CH2:14][CH2:13][CH2:12][CH2:11][O:10][C:7]1[CH:6]=[CH:5][C:4]([C:3]([OH:17])=[O:2])=[CH:9][CH:8]=1, predict the reactants needed to synthesize it. (5) Given the product [C:11]([O:15][C:16]([N:18]1[CH2:19][CH2:20][CH:21]([O:24][C:25]2[CH:35]=[CH:34][C:28]([O:29][CH2:30][C:31](=[O:32])[NH:1][C:2]3[CH:3]=[C:4]([C:5]#[N:6])[CH:7]=[CH:8][C:9]=3[NH2:10])=[CH:27][CH:26]=2)[CH2:22][CH2:23]1)=[O:17])([CH3:14])([CH3:13])[CH3:12], predict the reactants needed to synthesize it. The reactants are: [NH2:1][C:2]1[CH:3]=[C:4]([CH:7]=[CH:8][C:9]=1[NH2:10])[C:5]#[N:6].[C:11]([O:15][C:16]([N:18]1[CH2:23][CH2:22][CH:21]([O:24][C:25]2[CH:35]=[CH:34][C:28]([O:29][CH2:30][C:31](O)=[O:32])=[CH:27][CH:26]=2)[CH2:20][CH2:19]1)=[O:17])([CH3:14])([CH3:13])[CH3:12]. (6) Given the product [CH2:2]([O:6][CH:7]1[CH2:10][N:9]([C:55](=[O:56])/[CH:54]=[CH:53]/[C:48]2[CH:47]=[C:46]3[C:51](=[N:50][CH:49]=2)[NH:52][C:43](=[O:42])[CH2:44][CH2:45]3)[CH2:8]1)[CH2:3][CH2:4][CH3:5], predict the reactants needed to synthesize it. The reactants are: Cl.[CH2:2]([O:6][CH:7]1[CH2:10][NH:9][CH2:8]1)[CH2:3][CH2:4][CH3:5].CCN=C=NCCCN(C)C.C1C=CC2N(O)N=NC=2C=1.C(N(C(C)C)CC)(C)C.Cl.[O:42]=[C:43]1[NH:52][C:51]2[N:50]=[CH:49][C:48](/[CH:53]=[CH:54]/[C:55](O)=[O:56])=[CH:47][C:46]=2[CH2:45][CH2:44]1.